Predict which catalyst facilitates the given reaction. From a dataset of Catalyst prediction with 721,799 reactions and 888 catalyst types from USPTO. (1) Reactant: Br[CH2:2][C:3]1[C:11]2[O:10][CH2:9][C:8](=[O:12])[C:7]=2[CH:6]=[C:5]([O:13][CH3:14])[CH:4]=1.[C:15]([O:19][C:20]([N:22]1[CH2:27][CH2:26][NH:25][CH2:24][CH2:23]1)=[O:21])([CH3:18])([CH3:17])[CH3:16].C(N(CC)CC)C. Product: [CH3:14][O:13][C:5]1[CH:4]=[C:3]([CH2:2][N:25]2[CH2:24][CH2:23][N:22]([C:20]([O:19][C:15]([CH3:18])([CH3:17])[CH3:16])=[O:21])[CH2:27][CH2:26]2)[C:11]2[O:10][CH2:9][C:8](=[O:12])[C:7]=2[CH:6]=1. The catalyst class is: 2. (2) Product: [Cl:47][C:41]1[CH:42]=[C:43]([Cl:46])[CH:44]=[CH:45][C:40]=1[C:24]1[N:23]=[C:22]([NH:1][CH2:2][CH2:3][NH:4][C:5]2[CH:10]=[CH:9][C:8]([N+:11]([O-:13])=[O:12])=[CH:7][N:6]=2)[CH:27]=[CH:26][C:25]=1[C:28]1[NH:32][CH:31]=[CH:30][N:29]=1. Reactant: [NH2:1][CH2:2][CH2:3][NH:4][C:5]1[CH:10]=[CH:9][C:8]([N+:11]([O-:13])=[O:12])=[CH:7][N:6]=1.FC(S(O[C:22]1[CH:27]=[CH:26][C:25]([C:28]2[N:29](S(C(F)(F)F)(=O)=O)[CH:30]=[CH:31][N:32]=2)=[C:24]([C:40]2[CH:45]=[CH:44][C:43]([Cl:46])=[CH:42][C:41]=2[Cl:47])[N:23]=1)(=O)=O)(F)F. The catalyst class is: 80. (3) Reactant: C(NC(C)C)(C)C.C([Li])CCC.[CH3:13][C:14]1[N:15]([C:20]2[CH:25]=[CH:24][CH:23]=[C:22]([CH3:26])[N:21]=2)[C:16]([CH3:19])=[CH:17][CH:18]=1.[C:27](=[O:29])=[O:28]. Product: [CH3:19][C:16]1[N:15]([C:20]2[N:21]=[C:22]([CH2:26][C:27]([OH:29])=[O:28])[CH:23]=[CH:24][CH:25]=2)[C:14]([CH3:13])=[CH:18][CH:17]=1. The catalyst class is: 1. (4) Reactant: [H-].[Na+].[I-].[CH3:4][S+](C)(C)=O.[O:9]=[C:10]1[CH2:15][CH2:14][N:13]([C:16]([O:18][C:19]([CH3:22])([CH3:21])[CH3:20])=[O:17])[CH2:12][CH2:11]1.O. Product: [O:9]1[C:10]2([CH2:11][CH2:12][N:13]([C:16]([O:18][C:19]([CH3:22])([CH3:21])[CH3:20])=[O:17])[CH2:14][CH2:15]2)[CH2:4]1. The catalyst class is: 16. (5) Reactant: [S:1]1[CH:5]=[CH:4][CH:3]=[C:2]1[C:6]([N:19]1[CH2:24][CH2:23][S:22][CH2:21][CH2:20]1)([CH3:18])[C:7]([O:9][C@@H:10]1[CH:15]2[CH2:16][CH2:17][N:12]([CH2:13][CH2:14]2)[CH2:11]1)=[O:8].[Br:25][CH2:26][CH2:27][CH2:28][O:29][C:30]1[CH:35]=[CH:34][CH:33]=[CH:32][CH:31]=1. Product: [Br-:25].[O:29]([CH2:28][CH2:27][CH2:26][N+:12]12[CH2:17][CH2:16][CH:15]([CH2:14][CH2:13]1)[C@@H:10]([O:9][C:7](=[O:8])[C:6]([C:2]1[S:1][CH:5]=[CH:4][CH:3]=1)([N:19]1[CH2:24][CH2:23][S:22][CH2:21][CH2:20]1)[CH3:18])[CH2:11]2)[C:30]1[CH:35]=[CH:34][CH:33]=[CH:32][CH:31]=1. The catalyst class is: 10. (6) Reactant: [NH2:1][C:2]1[N:6]([C:7]2[CH:8]=[CH:9][C:10]([OH:13])=[N:11][CH:12]=2)[N:5]=[C:4]([C:14]([CH3:17])([CH3:16])[CH3:15])[CH:3]=1.Cl.Cl[CH2:20][CH2:21][N:22]1[CH2:27][CH2:26][O:25][CH2:24][CH2:23]1.C([O-])([O-])=O.[K+].[K+]. Product: [NH2:1][C:2]1[N:6]([C:7]2[CH:8]=[CH:9][C:10](=[O:13])[N:11]([CH2:20][CH2:21][N:22]3[CH2:27][CH2:26][O:25][CH2:24][CH2:23]3)[CH:12]=2)[N:5]=[C:4]([C:14]([CH3:17])([CH3:16])[CH3:15])[CH:3]=1. The catalyst class is: 23. (7) Reactant: [CH3:1][C:2]1[N:3]=[C:4]([C:12]2[CH:17]=[CH:16][CH:15]=[C:14]([C:18]([F:21])([F:20])[F:19])[CH:13]=2)[N:5]2[C:10]=1[CH:9]=[N:8][C:7]([NH2:11])=[N:6]2.Br[C:23]1[CH:24]=[C:25]([S:29]([NH2:32])(=[O:31])=[O:30])[CH:26]=[CH:27][CH:28]=1.C(P(C(C)(C)C)C1C=CC=CC=1C1C=CC=CC=1)(C)(C)C.CC([O-])(C)C.[Na+]. Product: [CH3:1][C:2]1[N:3]=[C:4]([C:12]2[CH:17]=[CH:16][CH:15]=[C:14]([C:18]([F:21])([F:19])[F:20])[CH:13]=2)[N:5]2[C:10]=1[CH:9]=[N:8][C:7]([NH:11][C:23]1[CH:24]=[C:25]([S:29]([NH2:32])(=[O:31])=[O:30])[CH:26]=[CH:27][CH:28]=1)=[N:6]2. The catalyst class is: 62.